This data is from Catalyst prediction with 721,799 reactions and 888 catalyst types from USPTO. The task is: Predict which catalyst facilitates the given reaction. (1) Product: [S:5]1[CH:19]=[C:20]([CH2:21][CH2:22][N:23]2[C:31](=[O:32])[C:30]3[C:25](=[CH:26][CH:27]=[CH:28][CH:29]=3)[C:24]2=[O:33])[N:3]=[CH:1]1. Reactant: [CH:1]([NH2:3])=O.P12(SP3(SP(SP(S3)(S1)=S)(=S)S2)=S)=[S:5].Br[CH2:19][C:20](=O)[CH2:21][CH2:22][N:23]1[C:31](=[O:32])[C:30]2[C:25](=[CH:26][CH:27]=[CH:28][CH:29]=2)[C:24]1=[O:33].[OH-].[Na+]. The catalyst class is: 155. (2) Reactant: Cl[C:2]1[C:3]2[CH:10]=[CH:9][NH:8][C:4]=2[N:5]=[CH:6][N:7]=1.[CH:11]1([NH2:14])[CH2:13][CH2:12]1. Product: [CH:11]1([NH:14][C:2]2[C:3]3[CH:10]=[CH:9][NH:8][C:4]=3[N:5]=[CH:6][N:7]=2)[CH2:13][CH2:12]1. The catalyst class is: 6. (3) Reactant: CCN(CC)CC.[CH3:8][N:9]1[CH2:14][CH2:13][N:12]([C:15]2[CH:24]=[C:23]3[C:18]([CH:19]=[C:20]([C:26](O)=[O:27])[C:21](=[O:25])[NH:22]3)=[CH:17][N:16]=2)[CH2:11][CH2:10]1.CN(C(ON1N=NC2C=CC=NC1=2)=[N+](C)C)C.F[P-](F)(F)(F)(F)F.[CH3:53][O:54][C:55](=[O:63])[C:56]1[CH:61]=[CH:60][CH:59]=[C:58]([NH2:62])[CH:57]=1.C(=O)(O)[O-].[Na+]. Product: [CH3:53][O:54][C:55](=[O:63])[C:56]1[CH:61]=[CH:60][CH:59]=[C:58]([NH:62][C:26]([C:20]2[C:21](=[O:25])[NH:22][C:23]3[C:18]([CH:19]=2)=[CH:17][N:16]=[C:15]([N:12]2[CH2:11][CH2:10][N:9]([CH3:8])[CH2:14][CH2:13]2)[CH:24]=3)=[O:27])[CH:57]=1. The catalyst class is: 248. (4) Reactant: [CH2:1]([O:8][CH2:9][C@H:10]1[CH2:19][C@@:18]23[CH2:20][CH2:21][C@:11]1([O:36][CH3:37])[C@@H:12]1[O:29][C:27]4=[C:28]5[C@@:13]12[CH2:14][CH2:15][N:16]([CH2:32][CH:33]1[CH2:35][CH2:34]1)[C@@H:17]3[CH2:22][C:23]5=[CH:24][CH:25]=[C:26]4[C:30]#[N:31])[C:2]1[CH:7]=[CH:6][CH:5]=[CH:4][CH:3]=1.[N-:38]=[N+:39]=[N-:40].[Na+].[NH4+].[Cl-]. Product: [CH2:1]([O:8][CH2:9][C@H:10]1[CH2:19][C@@:18]23[CH2:20][CH2:21][C@:11]1([O:36][CH3:37])[C@@H:12]1[O:29][C:27]4=[C:28]5[C@@:13]12[CH2:14][CH2:15][N:16]([CH2:32][CH:33]1[CH2:34][CH2:35]1)[C@@H:17]3[CH2:22][C:23]5=[CH:24][CH:25]=[C:26]4[C:30]1[N:38]=[N:39][NH:40][N:31]=1)[C:2]1[CH:3]=[CH:4][CH:5]=[CH:6][CH:7]=1. The catalyst class is: 3.